Predict the reaction yield, written as a fraction of the theoretical maximum amount of product (1.0 means a 100% yield; for example, 0.34 means a 34% yield). From a dataset of Reaction yield outcomes from USPTO patents with 853,638 reactions. (1) The reactants are [CH3:1][C:2]([N:7]1[CH:11]=[C:10]([C:12]2[C:13]3[CH:20]=[CH:19][NH:18][C:14]=3[N:15]=[CH:16][N:17]=2)[CH:9]=[N:8]1)([CH3:6])[CH2:3][CH2:4][OH:5].[CH3:21][S:22](Cl)(=[O:24])=[O:23]. The catalyst is C(Cl)Cl. The product is [CH3:21][S:22]([O:5][CH2:4][CH2:3][C:2]([CH3:1])([N:7]1[CH:11]=[C:10]([C:12]2[C:13]3[CH:20]=[CH:19][NH:18][C:14]=3[N:15]=[CH:16][N:17]=2)[CH:9]=[N:8]1)[CH3:6])(=[O:24])=[O:23]. The yield is 0.570. (2) The reactants are [OH:1][C:2]1[C:3]([C:12]#[N:13])=[CH:4][C:5]2[CH2:6][CH2:7][CH2:8][CH2:9][C:10]=2[CH:11]=1.[OH-].[K+].[CH3:16][N:17]([CH3:21])[C:18](Cl)=[S:19].C(OCC)(=O)C. The catalyst is CC(C)=O.O. The product is [C:12]([C:3]1[C:2]([O:1][C:18](=[S:19])[N:17]([CH3:21])[CH3:16])=[CH:11][C:10]2[CH2:9][CH2:8][CH2:7][CH2:6][C:5]=2[CH:4]=1)#[N:13]. The yield is 0.643. (3) The reactants are [N-:1]=[N+:2]=[N-:3].[Na+].[CH3:5][O:6][C:7]1[CH:29]=[CH:28][C:10]([CH2:11][C@H:12]([CH:25]([CH3:27])[CH3:26])[CH2:13][CH:14]([CH:16]2[O:20][C:19](=[O:21])[C@H:18]([CH:22]([CH3:24])[CH3:23])[CH2:17]2)Br)=[CH:9][C:8]=1[O:30][CH2:31][CH2:32][CH2:33][O:34][CH3:35].O.C(OCC)(=O)C. The catalyst is CN1CCCN(C)C1=O. The product is [CH3:5][O:6][C:7]1[CH:29]=[CH:28][C:10]([CH2:11][C@H:12]([CH:25]([CH3:26])[CH3:27])[CH2:13][CH:14]([CH:16]2[O:20][C:19](=[O:21])[C@H:18]([CH:22]([CH3:23])[CH3:24])[CH2:17]2)[N:1]=[N+:2]=[N-:3])=[CH:9][C:8]=1[O:30][CH2:31][CH2:32][CH2:33][O:34][CH3:35]. The yield is 0.590. (4) The catalyst is O1CCCC1.C(OCC)(=O)C. The yield is 0.730. The product is [C:43]([O:47][C:48](=[O:55])[N:49]([CH2:51][CH2:52][O:53][NH:54][C:5]([C:4]1[CH:8]=[CH:9][C:10]([F:11])=[C:2]([F:1])[C:3]=1[NH:12][C:13]1[CH:18]=[CH:17][C:16]([I:19])=[CH:15][C:14]=1[F:20])=[O:7])[CH3:50])([CH3:46])([CH3:44])[CH3:45]. The reactants are [F:1][C:2]1[C:3]([NH:12][C:13]2[CH:18]=[CH:17][C:16]([I:19])=[CH:15][C:14]=2[F:20])=[C:4]([CH:8]=[CH:9][C:10]=1[F:11])[C:5]([OH:7])=O.CN1CCOCC1.C1(P(Cl)(C2C=CC=CC=2)=O)C=CC=CC=1.[C:43]([O:47][C:48](=[O:55])[N:49]([CH2:51][CH2:52][O:53][NH2:54])[CH3:50])([CH3:46])([CH3:45])[CH3:44]. (5) The reactants are FC(F)(F)C1C=C(C=C(C(F)(F)F)C=1)CN(CC1C([N:25]([CH2:30][CH:31]2[CH2:33][CH2:32]2)[CH2:26][CH:27]2[CH2:29][CH2:28]2)=NC2C(C=1)=CC=CC=2C)C1N=NNN=1.[OH-].[Na+].ClCCl.S(OC)(OC)(=O)=O. The catalyst is O.[Br-].C([N+](CCCC)(CCCC)CCCC)CCC. The product is [CH:27]1([CH2:26][NH:25][CH2:30][CH:31]2[CH2:33][CH2:32]2)[CH2:29][CH2:28]1. The yield is 0.520.